From a dataset of Aqueous solubility values for 9,982 compounds from the AqSolDB database. Regression/Classification. Given a drug SMILES string, predict its absorption, distribution, metabolism, or excretion properties. Task type varies by dataset: regression for continuous measurements (e.g., permeability, clearance, half-life) or binary classification for categorical outcomes (e.g., BBB penetration, CYP inhibition). For this dataset (solubility_aqsoldb), we predict Y. (1) The compound is COc1c(C(=O)O)oc2ccccc12. The Y is -2.89 log mol/L. (2) The molecule is C=C(C)C(=O)OCc1ccccc1. The Y is -2.97 log mol/L. (3) The compound is CCOC(C)=O. The Y is -0.0254 log mol/L.